From a dataset of Reaction yield outcomes from USPTO patents with 853,638 reactions. Predict the reaction yield, written as a fraction of the theoretical maximum amount of product (1.0 means a 100% yield; for example, 0.34 means a 34% yield). (1) The reactants are [F:1][C:2]1[CH:7]=[C:6](I)[CH:5]=[CH:4][C:3]=1[N:9]1[CH:14]=[C:13]([O:15][CH3:16])[C:12](=[O:17])[C:11]([C:18]2[N:22]([C:23]3[CH:28]=[CH:27][CH:26]=[CH:25][CH:24]=3)[N:21]=[CH:20][CH:19]=2)=[N:10]1.Cl.[F:30][CH:31]1[CH2:34][NH:33][CH2:32]1.O(C(C)(C)C)[Na].CC1(C)C2C(=C(P(C3C=CC=CC=3)C3C=CC=CC=3)C=CC=2)OC2C(P(C3C=CC=CC=3)C3C=CC=CC=3)=CC=CC1=2. The catalyst is O1CCOCC1.C([O-])(O)=O.[Na+].C1C=CC(/C=C/C(/C=C/C2C=CC=CC=2)=O)=CC=1.C1C=CC(/C=C/C(/C=C/C2C=CC=CC=2)=O)=CC=1.C1C=CC(/C=C/C(/C=C/C2C=CC=CC=2)=O)=CC=1.[Pd].[Pd]. The product is [F:1][C:2]1[CH:7]=[C:6]([N:33]2[CH2:34][CH:31]([F:30])[CH2:32]2)[CH:5]=[CH:4][C:3]=1[N:9]1[CH:14]=[C:13]([O:15][CH3:16])[C:12](=[O:17])[C:11]([C:18]2[N:22]([C:23]3[CH:28]=[CH:27][CH:26]=[CH:25][CH:24]=3)[N:21]=[CH:20][CH:19]=2)=[N:10]1. The yield is 0.400. (2) The product is [C:17]([O:16][C:15](=[O:21])[NH:14][CH2:13][CH2:12][NH:11][C:1](=[O:10])[C:2]1[CH:8]=[CH:7][CH:6]=[CH:5][C:3]=1[OH:4])([CH3:20])([CH3:18])[CH3:19]. The reactants are [C:1]([OH:10])(=O)[C:2]1[C:3](=[CH:5][CH:6]=[CH:7][CH:8]=1)[OH:4].[NH2:11][CH2:12][CH2:13][NH:14][C:15](=[O:21])[O:16][C:17]([CH3:20])([CH3:19])[CH3:18]. The catalyst is C1COCC1.C(Cl)Cl. The yield is 0.710. (3) The catalyst is O1CCCC1. The product is [C:1]([NH:4][C@H:5]([CH2:9][O:10][CH3:11])[C:6]([NH:34][CH2:27][C:28]1[CH:33]=[CH:32][CH:31]=[CH:30][CH:29]=1)=[O:8])(=[O:3])[CH3:2]. The yield is 0.570. The reactants are [C:1]([NH:4][C@H:5]([CH2:9][O:10][CH3:11])[C:6]([OH:8])=O)(=[O:3])[CH3:2].ClC(OCC(C)C)=O.CN1CCOCC1.[CH2:27]([NH2:34])[C:28]1[CH:33]=[CH:32][CH:31]=[CH:30][CH:29]=1.